This data is from Catalyst prediction with 721,799 reactions and 888 catalyst types from USPTO. The task is: Predict which catalyst facilitates the given reaction. (1) Reactant: [CH3:1][C:2]1[C:7]([CH:8]=[O:9])=[CH:6][CH:5]=[C:4]([C:10]2[CH:15]=[CH:14][CH:13]=[C:12]([C:16]([F:19])([F:18])[F:17])[CH:11]=2)[N:3]=1.[CH2:20]([Mg]Cl)[CH2:21][CH3:22]. Product: [CH3:1][C:2]1[C:7]([CH:8]([OH:9])[CH2:20][CH2:21][CH3:22])=[CH:6][CH:5]=[C:4]([C:10]2[CH:15]=[CH:14][CH:13]=[C:12]([C:16]([F:17])([F:19])[F:18])[CH:11]=2)[N:3]=1. The catalyst class is: 1. (2) Reactant: [Cl:1][C:2]1[CH:10]=[C:9]([O:11][CH3:12])[C:8]([N+:13]([O-:15])=[O:14])=[CH:7][C:3]=1[C:4](O)=[O:5].[Cl-].[NH3:17].CO. Product: [Cl:1][C:2]1[CH:10]=[C:9]([O:11][CH3:12])[C:8]([N+:13]([O-:15])=[O:14])=[CH:7][C:3]=1[C:4]([NH2:17])=[O:5]. The catalyst class is: 59. (3) Reactant: Br[CH2:2][C:3]1[CH:8]=[CH:7][CH:6]=[CH:5][C:4]=1[F:9].[Cl:10][C:11]1[CH:12]=[C:13]([CH:16]=[CH:17][C:18]=1[OH:19])[CH:14]=[O:15].C([O-])([O-])=O.[K+].[K+]. Product: [F:9][C:4]1[CH:5]=[CH:6][CH:7]=[CH:8][C:3]=1[CH2:2][O:19][C:18]1[CH:17]=[CH:16][C:13]([CH:14]=[O:15])=[CH:12][C:11]=1[Cl:10]. The catalyst class is: 3. (4) Reactant: [C:1]([O:5][C:6]([N:8]1[CH2:12][CH:11]([F:13])[C:10]([CH3:15])([CH3:14])[CH:9]1[CH:16]=[CH:17][C:18]([O:20][CH2:21][CH3:22])=[O:19])=[O:7])([CH3:4])([CH3:3])[CH3:2]. Product: [C:1]([O:5][C:6]([N:8]1[CH2:12][CH:11]([F:13])[C:10]([CH3:14])([CH3:15])[CH:9]1[CH2:16][CH2:17][C:18]([O:20][CH2:21][CH3:22])=[O:19])=[O:7])([CH3:4])([CH3:2])[CH3:3]. The catalyst class is: 43. (5) Product: [C:37]1([C@@H:28]2[NH:29][C:30]3[CH:36]=[CH:35][CH:34]=[CH:33][C:31]=3[C@H:32]3[C@@H:27]2[CH2:26][CH2:25][CH2:24][N:23]3[C:21]([C@H:16]2[CH2:17][CH2:18][CH2:19][CH2:20][C@H:15]2[NH:14][C:13](=[O:43])[C:47]2[CH:52]=[CH:51][CH:50]=[CH:49][CH:48]=2)=[O:22])[CH:38]=[CH:39][CH:40]=[CH:41][CH:42]=1. Reactant: C(O)(C(F)(F)F)=O.C(O[C:13](=[O:43])[NH:14][C@@H:15]1[CH2:20][CH2:19][CH2:18][CH2:17][C@@H:16]1[C:21]([N:23]1[C@@H:32]2[C@@H:27]([C@H:28]([C:37]3[CH:42]=[CH:41][CH:40]=[CH:39][CH:38]=3)[NH:29][C:30]3[CH:36]=[CH:35][CH:34]=[CH:33][C:31]=32)[CH2:26][CH2:25][CH2:24]1)=[O:22])(C)(C)C.[OH-].[Na+].C(Cl)(=O)[C:47]1[CH:52]=[CH:51][CH:50]=[CH:49][CH:48]=1. The catalyst class is: 6. (6) Reactant: Cl[CH2:2][CH2:3][CH2:4][CH2:5][N:6]1[C:10]2[CH:11]=[CH:12][CH:13]=[CH:14][C:9]=2[N:8]=[N:7]1.[N:15]1[C:24]2[C:19](=[CH:20][CH:21]=[CH:22][CH:23]=2)[N:18]=[CH:17][C:16]=1[CH:25]1[CH2:30][CH2:29][NH:28][CH2:27][CH2:26]1.C(N(C(C)C)CC)(C)C.[I-].[K+]. Product: [N:6]1([CH2:5][CH2:4][CH2:3][CH2:2][N:28]2[CH2:27][CH2:26][CH:25]([C:16]3[CH:17]=[N:18][C:19]4[C:24](=[CH:23][CH:22]=[CH:21][CH:20]=4)[N:15]=3)[CH2:30][CH2:29]2)[C:10]2[CH:11]=[CH:12][CH:13]=[CH:14][C:9]=2[N:8]=[N:7]1. The catalyst class is: 10.